This data is from Full USPTO retrosynthesis dataset with 1.9M reactions from patents (1976-2016). The task is: Predict the reactants needed to synthesize the given product. (1) The reactants are: [NH2:1][C:2]1[S:3][C:4]([C:7]([O:9][CH2:10][CH3:11])=[O:8])=[CH:5][N:6]=1.[C:12](O[C:12]([O:14][C:15]([CH3:18])([CH3:17])[CH3:16])=[O:13])([O:14][C:15]([CH3:18])([CH3:17])[CH3:16])=[O:13]. Given the product [C:15]([O:14][C:12]([NH:1][C:2]1[S:3][C:4]([C:7]([O:9][CH2:10][CH3:11])=[O:8])=[CH:5][N:6]=1)=[O:13])([CH3:18])([CH3:17])[CH3:16], predict the reactants needed to synthesize it. (2) Given the product [OH:16][C:13]1[CH:12]=[CH:11][C:10]([C:8](=[O:9])[CH:7]([N:1]2[CH2:5][CH2:4][CH2:3][CH2:2]2)[CH2:17][CH2:18][CH3:19])=[CH:15][CH:14]=1, predict the reactants needed to synthesize it. The reactants are: [NH:1]1[CH2:5][CH2:4][CH2:3][CH2:2]1.Br[CH:7]([CH2:17][CH2:18][CH3:19])[C:8]([C:10]1[CH:15]=[CH:14][C:13]([OH:16])=[CH:12][CH:11]=1)=[O:9].C(=O)([O-])[O-].[K+].[K+]. (3) Given the product [F:32][C:27]1[CH:28]=[CH:29][CH:30]=[CH:31][C:26]=1[C:25]1[C:20]([NH:19][C@@H:6]([C:7]2[CH:8]=[CH:9][C:10]([O:13][C:14]([N:16]([CH3:17])[CH3:18])=[O:15])=[CH:11][CH:12]=2)[CH2:5][C:4]([OH:41])=[O:3])=[N:21][C:22]([N:33]([CH:35]2[CH2:40][CH2:39][CH2:38][CH2:37][CH2:36]2)[CH3:34])=[N:23][CH:24]=1, predict the reactants needed to synthesize it. The reactants are: C([O:3][C:4](=[O:41])[CH2:5][C@@H:6]([NH:19][C:20]1[C:25]([C:26]2[CH:31]=[CH:30][CH:29]=[CH:28][C:27]=2[F:32])=[CH:24][N:23]=[C:22]([N:33]([CH:35]2[CH2:40][CH2:39][CH2:38][CH2:37][CH2:36]2)[CH3:34])[N:21]=1)[C:7]1[CH:12]=[CH:11][C:10]([O:13][C:14]([N:16]([CH3:18])[CH3:17])=[O:15])=[CH:9][CH:8]=1)C.[OH-].[Na+]. (4) Given the product [CH3:15][O:14][C:9]1[CH:10]=[C:11]([CH3:13])[C:12]([S:1]([Cl:5])(=[O:3])=[O:2])=[C:7]([CH3:6])[CH:8]=1, predict the reactants needed to synthesize it. The reactants are: [S:1]([Cl:5])(=O)(=[O:3])[OH:2].[CH3:6][C:7]1[CH:8]=[C:9]([O:14][CH3:15])[CH:10]=[C:11]([CH3:13])[CH:12]=1.O. (5) Given the product [Cl:21][C:15]1[CH:16]=[C:17]([Cl:20])[CH:18]=[CH:19][C:14]=1[CH:5]1[N:6]=[C:7]([C:9]2[S:10][CH:11]=[CH:12][N:13]=2)[NH:8][C:3]([CH2:2][N:28]2[CH2:33][CH2:32][O:31][CH2:30][CH:29]2[C:34]([O:36][CH:37]([CH3:39])[CH3:38])=[O:35])=[C:4]1[C:22]([O:24][CH2:25][CH3:26])=[O:23], predict the reactants needed to synthesize it. The reactants are: Br[CH2:2][C:3]1[NH:8][C:7]([C:9]2[S:10][CH:11]=[CH:12][N:13]=2)=[N:6][CH:5]([C:14]2[CH:19]=[CH:18][C:17]([Cl:20])=[CH:16][C:15]=2[Cl:21])[C:4]=1[C:22]([O:24][CH2:25][CH3:26])=[O:23].Cl.[NH:28]1[CH2:33][CH2:32][O:31][CH2:30][CH:29]1[C:34]([O:36][CH:37]([CH3:39])[CH3:38])=[O:35]. (6) Given the product [CH2:1]([C:5]1[O:6][C:7]2[CH:22]=[CH:21][CH:20]=[CH:19][C:8]=2[C:9]=1[CH2:10][C:11]1[CH:12]=[CH:13][C:14]([OH:17])=[CH:15][CH:16]=1)[CH2:2][CH2:3][CH3:4], predict the reactants needed to synthesize it. The reactants are: [CH2:1]([C:5]1[O:6][C:7]2[CH:22]=[CH:21][CH:20]=[CH:19][C:8]=2[C:9]=1[CH:10](O)[C:11]1[CH:16]=[CH:15][C:14]([OH:17])=[CH:13][CH:12]=1)[CH2:2][CH2:3][CH3:4].C([SiH](CC)CC)C.B(F)(F)F.CCOCC. (7) Given the product [CH2:1]([O:3][C:4]([C:6]1[N:7]([C:25]2[CH:26]=[CH:27][C:22]([O:21][CH:18]([CH3:20])[CH3:19])=[CH:23][CH:24]=2)[C:8]2[C:13]([C:14]=1[CH:15]=[O:16])=[CH:12][C:11]([Br:17])=[CH:10][CH:9]=2)=[O:5])[CH3:2], predict the reactants needed to synthesize it. The reactants are: [CH2:1]([O:3][C:4]([C:6]1[NH:7][C:8]2[C:13]([C:14]=1[CH:15]=[O:16])=[CH:12][C:11]([Br:17])=[CH:10][CH:9]=2)=[O:5])[CH3:2].[CH:18]([O:21][C:22]1[CH:27]=[CH:26][C:25](B(O)O)=[CH:24][CH:23]=1)([CH3:20])[CH3:19]. (8) Given the product [Br:1][C:2]1[CH:3]=[C:4]2[N:10]=[C:9]([C:11]3[CH:16]=[CH:15][C:14]([O:17][CH2:18][CH:19]([OH:20])[CH2:21][N:22]4[CH2:27][CH2:26][CH2:25][CH2:24][CH2:23]4)=[CH:13][CH:12]=3)[NH:8][C:5]2=[N:6][CH:7]=1, predict the reactants needed to synthesize it. The reactants are: [Br:1][C:2]1[CH:3]=[C:4]2[N:10]=[C:9]([C:11]3[CH:16]=[CH:15][C:14]([O:17][CH2:18][CH:19]4[CH2:21][O:20]4)=[CH:13][CH:12]=3)[NH:8][C:5]2=[N:6][CH:7]=1.[NH:22]1[CH2:27][CH2:26][CH2:25][CH2:24][CH2:23]1. (9) Given the product [Cl:1][C:2]1[CH:3]=[C:4]([CH:20]=[CH:21][CH:22]=1)[CH2:5][O:6][C:7]1[CH:16]=[C:15]2[C:10]([CH:11]=[C:12]([C:17]([NH:30][CH3:29])=[O:18])[CH:13]=[N:14]2)=[CH:9][CH:8]=1, predict the reactants needed to synthesize it. The reactants are: [Cl:1][C:2]1[CH:3]=[C:4]([CH:20]=[CH:21][CH:22]=1)[CH2:5][O:6][C:7]1[CH:16]=[C:15]2[C:10]([CH:11]=[C:12]([C:17](O)=[O:18])[CH:13]=[N:14]2)=[CH:9][CH:8]=1.C(Cl)(=O)C(Cl)=O.[CH3:29][NH2:30]. (10) Given the product [C:20]([O:19][C:17](=[O:18])[CH2:16][C@@H:9]1[N:8]([C:26]([O:28][C:29]([CH3:32])([CH3:31])[CH3:30])=[O:27])[C:7](=[O:24])[C:6]2[CH:25]=[C:2]([Cl:1])[CH:3]=[CH:4][C:5]=2[C:11]2[C:12]([CH3:15])=[N:13][O:14][C:10]1=2)([CH3:22])([CH3:21])[CH3:23], predict the reactants needed to synthesize it. The reactants are: [Cl:1][C:2]1[CH:3]=[CH:4][C:5]2[C:11]3[C:12]([CH3:15])=[N:13][O:14][C:10]=3[C@H:9]([CH2:16][C:17]([O:19][C:20]([CH3:23])([CH3:22])[CH3:21])=[O:18])[NH:8][C:7](=[O:24])[C:6]=2[CH:25]=1.[C:26](O[C:26]([O:28][C:29]([CH3:32])([CH3:31])[CH3:30])=[O:27])([O:28][C:29]([CH3:32])([CH3:31])[CH3:30])=[O:27].C(=O)=O.CCOC(C)=O.